From a dataset of CYP3A4 inhibition data for predicting drug metabolism from PubChem BioAssay. Regression/Classification. Given a drug SMILES string, predict its absorption, distribution, metabolism, or excretion properties. Task type varies by dataset: regression for continuous measurements (e.g., permeability, clearance, half-life) or binary classification for categorical outcomes (e.g., BBB penetration, CYP inhibition). Dataset: cyp3a4_veith. (1) The molecule is COc1ccccc1-c1nccc(-n2ccnc2)n1. The result is 1 (inhibitor). (2) The compound is COCCNc1ncnc2ccc(-c3ccccc3C(F)(F)F)cc12. The result is 1 (inhibitor). (3) The compound is O=C(O/N=C\c1ccc(N2CCCCC2)c([N+](=O)[O-])c1)c1cccc(Cl)c1. The result is 0 (non-inhibitor). (4) The drug is Cc1ccc(C(=O)Nc2ccccc2Oc2ccccc2)cc1[N+](=O)[O-]. The result is 0 (non-inhibitor). (5) The molecule is S=c1[nH]nc(C23CC4CC(CC(C4)C2)C3)n1Cc1ccco1. The result is 1 (inhibitor).